Predict the reaction yield, written as a fraction of the theoretical maximum amount of product (1.0 means a 100% yield; for example, 0.34 means a 34% yield). From a dataset of Reaction yield outcomes from USPTO patents with 853,638 reactions. (1) The reactants are C1CCN2C(=NCCC2)CC1.[NH2:12][C:13]1[CH:18]=[CH:17][C:16]([C:19]2[N:20]=[CH:21][N:22]([CH2:24][CH2:25][C:26]([O:28][C:29]([CH3:32])([CH3:31])[CH3:30])=[O:27])[CH:23]=2)=[CH:15][CH:14]=1.[C:33]([NH:38][C:39](=[O:44])[O:40][CH:41]([CH3:43])[CH3:42])(=[O:37])/[CH:34]=[CH:35]/[CH3:36]. The catalyst is C(#N)C. The product is [CH3:36][CH:35]([NH:12][C:13]1[CH:18]=[CH:17][C:16]([C:19]2[N:20]=[CH:21][N:22]([CH2:24][CH2:25][C:26]([O:28][C:29]([CH3:32])([CH3:31])[CH3:30])=[O:27])[CH:23]=2)=[CH:15][CH:14]=1)[CH2:34][C:33]([NH:38][C:39]([O:40][CH:41]([CH3:42])[CH3:43])=[O:44])=[O:37]. The yield is 0.530. (2) The reactants are [CH3:1][O:2][C:3]([C@:5]1([NH:15][S:16]([C:19]2[S:23][C:22]([NH2:24])=[N:21][CH:20]=2)(=[O:18])=[O:17])[CH2:7][C@:6]1([CH3:14])[C:8]1[CH:13]=[CH:12][CH:11]=[CH:10][CH:9]=1)=[O:4].[Br:25][CH2:26][C:27]([CH2:29]Br)=O. The catalyst is C(OCC)(=O)C. The product is [CH3:1][O:2][C:3]([C@:5]1([NH:15][S:16]([C:19]2[S:23][C:22]3=[N:24][C:27]([CH2:26][Br:25])=[CH:29][N:21]3[CH:20]=2)(=[O:18])=[O:17])[CH2:7][C@:6]1([CH3:14])[C:8]1[CH:9]=[CH:10][CH:11]=[CH:12][CH:13]=1)=[O:4]. The yield is 0.240. (3) The reactants are [CH3:1][N:2]([CH3:28])[C:3]1[NH:4][C:5](=[O:27])[C:6]([CH2:12][C:13]2[CH:18]=[CH:17][C:16]([C:19]3[C:20]([C:25]#[N:26])=[CH:21][CH:22]=[CH:23][CH:24]=3)=[CH:15][CH:14]=2)=[C:7]([CH2:9][CH2:10][CH3:11])[N:8]=1.[CH3:29][C:30]1([CH3:42])[CH2:34][C:33]2[CH:35]=[C:36](B(O)O)[CH:37]=[CH:38][C:32]=2[O:31]1.C(N(CC)CC)C.N1C=CC=CC=1. The catalyst is ClCCl.C(OCC)(=O)C.C([O-])(=O)C.[Cu+2].C([O-])(=O)C. The product is [CH3:28][N:2]([CH3:1])[C:3]1[N:4]([C:36]2[CH:37]=[CH:38][C:32]3[O:31][C:30]([CH3:29])([CH3:42])[CH2:34][C:33]=3[CH:35]=2)[C:5](=[O:27])[C:6]([CH2:12][C:13]2[CH:18]=[CH:17][C:16]([C:19]3[C:20]([C:25]#[N:26])=[CH:21][CH:22]=[CH:23][CH:24]=3)=[CH:15][CH:14]=2)=[C:7]([CH2:9][CH2:10][CH3:11])[N:8]=1. The yield is 0.110. (4) The yield is 0.720. The catalyst is COCCOC.Cl[Pd](Cl)([P](C1C=CC=CC=1)(C1C=CC=CC=1)C1C=CC=CC=1)[P](C1C=CC=CC=1)(C1C=CC=CC=1)C1C=CC=CC=1. The reactants are [C:1]([O:5][C:6]([N:8]1[CH2:13][CH2:12][CH:11]([N:14]2[CH:18]=[C:17]([C:19]3[CH:20]=[CH:21][C:22]([C:25]4[CH:30]=[CH:29][CH:28]=[C:27](Cl)[N:26]=4)=[N:23][CH:24]=3)[CH:16]=[N:15]2)[CH2:10][CH2:9]1)=[O:7])([CH3:4])([CH3:3])[CH3:2].C1C=CC(P(C2C=CC=CC=2)C2C=CC=CC=2)=CC=1.[F-].[Cs+].[CH3:53][N:54]1[CH:58]=[C:57](B2OC(C)(C)C(C)(C)O2)[CH:56]=[N:55]1. The product is [C:1]([O:5][C:6]([N:8]1[CH2:13][CH2:12][CH:11]([N:14]2[CH:18]=[C:17]([C:19]3[CH:20]=[CH:21][C:22]([C:25]4[CH:30]=[CH:29][CH:28]=[C:27]([C:57]5[CH:56]=[N:55][N:54]([CH3:53])[CH:58]=5)[N:26]=4)=[N:23][CH:24]=3)[CH:16]=[N:15]2)[CH2:10][CH2:9]1)=[O:7])([CH3:4])([CH3:3])[CH3:2]. (5) The reactants are ClC1C=C(OC2C=CC=CC2(N)F)N=CN=1.[Cl:17][C:18]1[N:23]=[CH:22][N:21]=[C:20]([O:24][C:25]2[CH:30]=[CH:29][C:28]([NH:31]C(NC(=O)CC3C=CC(F)=CC=3)=S)=[CH:27][C:26]=2[F:45])[CH:19]=1.[F:46][C:47]1[CH:52]=[CH:51][C:50]([NH:53][C:54](=[O:59])[CH2:55][C:56]([OH:58])=O)=[CH:49][CH:48]=1.CCN(C(C)C)C(C)C.CN(C(ON1N=NC2C=CC=CC1=2)=[N+](C)C)C.[B-](F)(F)(F)F. The catalyst is CN(C=O)C.CCOC(C)=O. The product is [Cl:17][C:18]1[N:23]=[CH:22][N:21]=[C:20]([O:24][C:25]2[CH:30]=[CH:29][C:28]([NH:31][C:56](=[O:58])[CH2:55][C:54]([NH:53][C:50]3[CH:49]=[CH:48][C:47]([F:46])=[CH:52][CH:51]=3)=[O:59])=[CH:27][C:26]=2[F:45])[CH:19]=1. The yield is 0.780.